Dataset: HIV replication inhibition screening data with 41,000+ compounds from the AIDS Antiviral Screen. Task: Binary Classification. Given a drug SMILES string, predict its activity (active/inactive) in a high-throughput screening assay against a specified biological target. (1) The molecule is COc1cccc(N2C(=O)c3c(c4[nH]c5ccccc5c4c4ccc(C(C)(C)C)cc34)C2=O)c1. The result is 0 (inactive). (2) The drug is CN1CCN(C2=C(Cl)C3(OCCS3)C(F)(F)C2(F)F)CC1. The result is 0 (inactive). (3) The molecule is CCOC(=O)c1ccc(C(=O)C(C#N)=C2CCCN2)[nH]1. The result is 0 (inactive). (4) The molecule is CCOC(=O)CNCc1cc(O)nc2cc(Cl)ccc12. The result is 0 (inactive).